From a dataset of Full USPTO retrosynthesis dataset with 1.9M reactions from patents (1976-2016). Predict the reactants needed to synthesize the given product. The reactants are: [C:1]([N:4]1[C:13]2[C:8](=[CH:9][C:10]([C:14]#[N:15])=[CH:11][CH:12]=2)[C@H:7]([NH:16][C:17]2[CH:22]=[CH:21][CH:20]=[C:19]([CH2:23][O:24][Si](C(C)(C)C)(C)C)[N:18]=2)[C@@H:6]([CH3:32])[C@@H:5]1[CH:33]1[CH2:35][CH2:34]1)(=[O:3])[CH3:2].CCCC[N+](CCCC)(CCCC)CCCC.[F-]. Given the product [C:1]([N:4]1[C:13]2[C:8](=[CH:9][C:10]([C:14]#[N:15])=[CH:11][CH:12]=2)[C@H:7]([NH:16][C:17]2[CH:22]=[CH:21][CH:20]=[C:19]([CH2:23][OH:24])[N:18]=2)[C@@H:6]([CH3:32])[C@@H:5]1[CH:33]1[CH2:35][CH2:34]1)(=[O:3])[CH3:2], predict the reactants needed to synthesize it.